From a dataset of NCI-60 drug combinations with 297,098 pairs across 59 cell lines. Regression. Given two drug SMILES strings and cell line genomic features, predict the synergy score measuring deviation from expected non-interaction effect. (1) Synergy scores: CSS=42.3, Synergy_ZIP=-6.13, Synergy_Bliss=-2.91, Synergy_Loewe=-4.19, Synergy_HSA=0.622. Cell line: SF-268. Drug 1: CCC1=CC2CC(C3=C(CN(C2)C1)C4=CC=CC=C4N3)(C5=C(C=C6C(=C5)C78CCN9C7C(C=CC9)(C(C(C8N6C)(C(=O)OC)O)OC(=O)C)CC)OC)C(=O)OC.C(C(C(=O)O)O)(C(=O)O)O. Drug 2: C1=CC(=CC=C1CCCC(=O)O)N(CCCl)CCCl. (2) Drug 1: CC1OCC2C(O1)C(C(C(O2)OC3C4COC(=O)C4C(C5=CC6=C(C=C35)OCO6)C7=CC(=C(C(=C7)OC)O)OC)O)O. Drug 2: CCC1(CC2CC(C3=C(CCN(C2)C1)C4=CC=CC=C4N3)(C5=C(C=C6C(=C5)C78CCN9C7C(C=CC9)(C(C(C8N6C)(C(=O)OC)O)OC(=O)C)CC)OC)C(=O)OC)O.OS(=O)(=O)O. Cell line: IGROV1. Synergy scores: CSS=26.2, Synergy_ZIP=-10.6, Synergy_Bliss=-0.804, Synergy_Loewe=2.23, Synergy_HSA=3.09. (3) Drug 1: CC(C1=C(C=CC(=C1Cl)F)Cl)OC2=C(N=CC(=C2)C3=CN(N=C3)C4CCNCC4)N. Drug 2: CS(=O)(=O)CCNCC1=CC=C(O1)C2=CC3=C(C=C2)N=CN=C3NC4=CC(=C(C=C4)OCC5=CC(=CC=C5)F)Cl. Cell line: HT29. Synergy scores: CSS=12.9, Synergy_ZIP=0.473, Synergy_Bliss=6.47, Synergy_Loewe=-2.90, Synergy_HSA=1.10. (4) Drug 1: CC(C1=C(C=CC(=C1Cl)F)Cl)OC2=C(N=CC(=C2)C3=CN(N=C3)C4CCNCC4)N. Drug 2: C1CNP(=O)(OC1)N(CCCl)CCCl. Cell line: SK-MEL-28. Synergy scores: CSS=-2.04, Synergy_ZIP=1.21, Synergy_Bliss=0.141, Synergy_Loewe=-5.97, Synergy_HSA=-4.17.